From a dataset of Full USPTO retrosynthesis dataset with 1.9M reactions from patents (1976-2016). Predict the reactants needed to synthesize the given product. (1) Given the product [Cl:6][C:7]1[CH:12]=[C:11]2[C:10](=[CH:9][CH:8]=1)[C:13]([CH3:27])([CH3:28])[C:14](=[O:15])[C:16]([C:22]([O:24][CH2:25][CH3:26])=[O:23])=[C:17]2[OH:18], predict the reactants needed to synthesize it. The reactants are: OS(O)(=O)=O.[Cl:6][C:7]1[CH:12]=[CH:11][C:10]([C:13]([CH3:28])([CH3:27])[C:14]([CH:16]([C:22]([O:24][CH2:25][CH3:26])=[O:23])[C:17](OCC)=[O:18])=[O:15])=[CH:9][CH:8]=1.O. (2) Given the product [CH2:22]([CH:21]([CH2:24][CH3:25])[CH2:20][O:1][C:2]1[C:3]([CH3:18])=[N:4][N:5]([CH2:8][CH2:9][NH:10][C:11](=[O:17])[O:12][C:13]([CH3:14])([CH3:15])[CH3:16])[C:6]=1[CH3:7])[CH3:23], predict the reactants needed to synthesize it. The reactants are: [OH:1][C:2]1[C:3]([CH3:18])=[N:4][N:5]([CH2:8][CH2:9][NH:10][C:11](=[O:17])[O:12][C:13]([CH3:16])([CH3:15])[CH3:14])[C:6]=1[CH3:7].Br[CH2:20][CH:21]([CH2:24][CH3:25])[CH2:22][CH3:23].